This data is from Blood-brain barrier penetration binary classification data from Martins et al.. The task is: Regression/Classification. Given a drug SMILES string, predict its absorption, distribution, metabolism, or excretion properties. Task type varies by dataset: regression for continuous measurements (e.g., permeability, clearance, half-life) or binary classification for categorical outcomes (e.g., BBB penetration, CYP inhibition). Dataset: bbb_martins. (1) The drug is CN(C)C(C)(CO)Cc1ccc(Cl)c(Cl)c1.[Cl-].[H+]. The result is 1 (penetrates BBB). (2) The molecule is Cc1nnc(SCC2=C(C(=O)O)N3C(=O)[C@@H](NC(=O)C(N)c4ccc(O)cc4)[C@H]3SC2)s1. The result is 0 (does not penetrate BBB).